From a dataset of Forward reaction prediction with 1.9M reactions from USPTO patents (1976-2016). Predict the product of the given reaction. (1) Given the reactants [CH2:1]([N:3]1[CH2:16][CH2:15][C:6]2[NH:7][C:8]3[CH:9]=[CH:10][C:11]([CH3:14])=[CH:12][C:13]=3[C:5]=2[CH2:4]1)[CH3:2].[CH3:17][C:18]1[CH:25]=[CH:24][C:21]([CH:22]=[CH2:23])=[CH:20][CH:19]=1.[H-].[Na+], predict the reaction product. The product is: [CH2:1]([N:3]1[CH2:16][CH2:15][C:6]2[N:7]([CH2:23][CH2:22][C:21]3[CH:24]=[CH:25][C:18]([CH3:17])=[CH:19][CH:20]=3)[C:8]3[CH:9]=[CH:10][C:11]([CH3:14])=[CH:12][C:13]=3[C:5]=2[CH2:4]1)[CH3:2]. (2) Given the reactants [ClH:1].[NH2:2][C:3]1[N:8]=[C:7]([C:9]2[CH:18]=[C:17]3[C:12]([CH2:13][CH2:14][N:15](C(OC(C)(C)C)=O)[CH2:16]3)=[CH:11][C:10]=2[F:26])[CH:6]=[C:5]([N:27]2[CH2:32][CH2:31][N:30]([CH3:33])[CH2:29][CH2:28]2)[N:4]=1, predict the reaction product. The product is: [F:26][C:10]1[CH:11]=[C:12]2[C:17](=[CH:18][C:9]=1[C:7]1[CH:6]=[C:5]([N:27]3[CH2:32][CH2:31][N:30]([CH3:33])[CH2:29][CH2:28]3)[N:4]=[C:3]([NH2:2])[N:8]=1)[CH2:16][NH:15][CH2:14][CH2:13]2.[ClH:1]. (3) Given the reactants [Cl:1][C:2]1[CH:3]=[C:4]([CH2:9][S:10]([NH:13][C:14]2[C:19]([O:20][CH3:21])=[CH:18][C:17]([S:22]([CH:25](C)[CH3:26])(=[O:24])=[O:23])=[CH:16][N:15]=2)(=[O:12])=[O:11])[CH:5]=[C:6]([Cl:8])[CH:7]=1.ClC1C=C(CS(NC2C(OC)=CC(SC(C)C)=CN=2)(=O)=O)C=C(Cl)C=1, predict the reaction product. The product is: [Cl:1][C:2]1[CH:3]=[C:4]([CH2:9][S:10]([NH:13][C:14]2[C:19]([O:20][CH3:21])=[CH:18][C:17]([S:22]([CH2:25][CH3:26])(=[O:24])=[O:23])=[CH:16][N:15]=2)(=[O:11])=[O:12])[CH:5]=[C:6]([Cl:8])[CH:7]=1. (4) Given the reactants [F:1][C:2]([F:8])([F:7])[S:3]([O-:6])(=[O:5])=[O:4].C(N(CC)CC)C.[CH3:16][C:17]1[C:22]([CH3:23])=[C:21]([N+:24]([O-:26])=[O:25])[CH:20]=[CH:19][C:18]=1O.O, predict the reaction product. The product is: [F:1][C:2]([F:8])([F:7])[S:3]([O:6][C:18]1[CH:19]=[CH:20][C:21]([N+:24]([O-:26])=[O:25])=[C:22]([CH3:23])[C:17]=1[CH3:16])(=[O:5])=[O:4]. (5) Given the reactants [OH:1][N:2]1[C:7]([CH3:9])([CH3:8])[CH2:6][C:5](=[O:10])[CH2:4][C:3]1([CH3:12])[CH3:11].[C:13](#N)[CH3:14].OO.S([O-])([O-])=O.[Na+].[Na+], predict the reaction product. The product is: [CH:14]1([O:1][N:2]2[C:7]([CH3:8])([CH3:9])[CH2:6][C:5](=[O:10])[CH2:4][C:3]2([CH3:12])[CH3:11])[CH2:13][CH2:5][CH2:4][CH2:3][CH2:11]1. (6) Given the reactants [CH2:1]([C@@:4]1([CH3:32])[CH2:9][C@H:8]([C:10]2[CH:15]=[CH:14][CH:13]=[C:12]([Cl:16])[CH:11]=2)[C@@H:7]([C:17]2[CH:22]=[CH:21][C:20]([Cl:23])=[CH:19][CH:18]=2)[N:6]([CH:24]([CH2:29][CH3:30])[C:25]([O:27]C)=[O:26])[C:5]1=[O:31])[CH:2]=[CH2:3].[OH-].[Na+], predict the reaction product. The product is: [CH2:1]([C@@:4]1([CH3:32])[CH2:9][C@H:8]([C:10]2[CH:15]=[CH:14][CH:13]=[C:12]([Cl:16])[CH:11]=2)[C@@H:7]([C:17]2[CH:18]=[CH:19][C:20]([Cl:23])=[CH:21][CH:22]=2)[N:6]([CH:24]([CH2:29][CH3:30])[C:25]([OH:27])=[O:26])[C:5]1=[O:31])[CH:2]=[CH2:3].